This data is from Reaction yield outcomes from USPTO patents with 853,638 reactions. The task is: Predict the reaction yield, written as a fraction of the theoretical maximum amount of product (1.0 means a 100% yield; for example, 0.34 means a 34% yield). (1) The reactants are [Cl:1][C:2]1[CH:3]=[C:4]([C@@H:9]2[CH2:14][CH2:13][CH2:12][N:11](C(=O)[C@H](OC)C3C=CC=CC=3)[CH2:10]2)[CH:5]=[C:6]([Cl:8])[CH:7]=1.[Li+].[B-](CC)(CC)CC.Cl. The catalyst is C1COCC1. The product is [Cl:1][C:2]1[CH:3]=[C:4]([CH:9]2[CH2:14][CH2:13][CH2:12][NH:11][CH2:10]2)[CH:5]=[C:6]([Cl:8])[CH:7]=1. The yield is 0.670. (2) The catalyst is C(OCC)(=O)C. The reactants are [C:1]1([C:7]2[O:11][N:10]=[CH:9][C:8]=2[CH2:12][CH2:13][CH2:14]O)[CH:6]=[CH:5][CH:4]=[CH:3][CH:2]=1.[CH2:16]([N:18](CC)CC)C.CS(Cl)(=O)=O.Cl. The yield is 0.860. The product is [C:1]1([C:7]2[O:11][N:10]=[CH:9][C:8]=2[CH2:12][CH2:13][CH2:14][C:16]#[N:18])[CH:6]=[CH:5][CH:4]=[CH:3][CH:2]=1. (3) The reactants are [F:1][C:2]1[CH:3]=[C:4]([C:13](=[O:15])[CH3:14])[CH:5]=[CH:6][C:7]=1[C:8]1[N:9]=[CH:10][S:11][CH:12]=1.[F:16][C:17]([F:24])([F:23])[C:18](OCC)=[O:19].C[O-].[Na+].Cl. The catalyst is C(OC)(C)(C)C. The product is [F:16][C:17]([F:24])([F:23])[C:18](=[O:19])[CH2:14][C:13]([C:4]1[CH:5]=[CH:6][C:7]([C:8]2[N:9]=[CH:10][S:11][CH:12]=2)=[C:2]([F:1])[CH:3]=1)=[O:15]. The yield is 0.990. (4) The reactants are [CH3:1][C:2]1[C:6]([CH:7]=O)=[CH:5][N:4]([C:9]2[CH:14]=[CH:13][N:12]=[C:11]3[N:15]([CH2:18][O:19][CH2:20][CH2:21][Si:22]([CH3:25])([CH3:24])[CH3:23])[CH:16]=[CH:17][C:10]=23)[N:3]=1.C(Cl)Cl.C(O)(=O)C.C(O[BH-](OC(=O)C)OC(=O)C)(=O)C.[Na+].[NH2:47][C:48]1[CH:53]=[CH:52][CH:51]=[CH:50][CH:49]=1. No catalyst specified. The product is [CH3:1][C:2]1[C:6]([CH2:7][NH:47][C:48]2[CH:53]=[CH:52][CH:51]=[CH:50][CH:49]=2)=[CH:5][N:4]([C:9]2[CH:14]=[CH:13][N:12]=[C:11]3[N:15]([CH2:18][O:19][CH2:20][CH2:21][Si:22]([CH3:25])([CH3:24])[CH3:23])[CH:16]=[CH:17][C:10]=23)[N:3]=1. The yield is 0.700.